Dataset: Forward reaction prediction with 1.9M reactions from USPTO patents (1976-2016). Task: Predict the product of the given reaction. (1) The product is: [CH3:1][N:2]1[C:6]([C:7]2[N:12]=[C:11]([C@@H:13]([NH:17][C:23](=[O:22])[O:25][C:26]([CH3:29])([CH3:28])[CH3:27])[CH2:14][CH:15]=[CH2:16])[CH:10]=[CH:9][CH:8]=2)=[C:5]([N+:18]([O-:20])=[O:19])[CH:4]=[N:3]1. Given the reactants [CH3:1][N:2]1[C:6]([C:7]2[N:12]=[C:11]([C@@H:13]([NH2:17])[CH2:14][CH:15]=[CH2:16])[CH:10]=[CH:9][CH:8]=2)=[C:5]([N+:18]([O-:20])=[O:19])[CH:4]=[N:3]1.Cl.[O:22](C(OC(C)(C)C)=O)[C:23]([O:25][C:26]([CH3:29])([CH3:28])[CH3:27])=O, predict the reaction product. (2) Given the reactants Cl.[Cl:2][C:3]1[CH:4]=[CH:5][C:6]([S:11]([CH2:14][CH3:15])(=[O:13])=[O:12])=[C:7]([CH:10]=1)[CH2:8][NH2:9].[NH2:16][C:17]1[CH:25]=[C:24]([CH2:26][OH:27])[C:23]([C:28]([F:31])([F:30])[F:29])=[CH:22][C:18]=1[C:19](O)=[O:20].CN(C(ON1N=NC2C=CC=CC1=2)=[N+](C)C)C.F[P-](F)(F)(F)(F)F, predict the reaction product. The product is: [NH2:16][C:17]1[CH:25]=[C:24]([CH2:26][OH:27])[C:23]([C:28]([F:29])([F:30])[F:31])=[CH:22][C:18]=1[C:19]([NH:9][CH2:8][C:7]1[CH:10]=[C:3]([Cl:2])[CH:4]=[CH:5][C:6]=1[S:11]([CH2:14][CH3:15])(=[O:13])=[O:12])=[O:20]. (3) Given the reactants [CH3:1][C:2]1[C:3]([C:23]2[CH:28]=[CH:27][CH:26]=[CH:25][CH:24]=2)=[C:4]([O:14][C:15]2[CH:22]=[CH:21][C:18]([CH:19]=O)=[CH:17][CH:16]=2)[C:5]2[C:10]([CH:11]=1)=[CH:9][C:8]([O:12][CH3:13])=[CH:7][CH:6]=2.[CH2:29]([O:31][C:32](=[O:45])[CH:33](P(OCC)(OCC)=O)[CH:34]([CH3:36])[CH3:35])[CH3:30].[Li]CCCC, predict the reaction product. The product is: [CH2:29]([O:31][C:32](=[O:45])[C:33](=[CH:19][C:18]1[CH:17]=[CH:16][C:15]([O:14][C:4]2[C:5]3[C:10](=[CH:9][C:8]([O:12][CH3:13])=[CH:7][CH:6]=3)[CH:11]=[C:2]([CH3:1])[C:3]=2[C:23]2[CH:28]=[CH:27][CH:26]=[CH:25][CH:24]=2)=[CH:22][CH:21]=1)[CH:34]([CH3:35])[CH3:36])[CH3:30]. (4) The product is: [CH3:3][N:4]1[CH2:9][CH2:8][CH:7]([O:10][C:12]2[CH:17]=[CH:16][C:15]([NH2:18])=[CH:14][C:13]=2[C:21]([F:22])([F:24])[F:23])[CH2:6][CH2:5]1. Given the reactants [H-].[Na+].[CH3:3][N:4]1[CH2:9][CH2:8][CH:7]([OH:10])[CH2:6][CH2:5]1.F[C:12]1[CH:17]=[CH:16][C:15]([N+:18]([O-])=O)=[CH:14][C:13]=1[C:21]([F:24])([F:23])[F:22], predict the reaction product. (5) Given the reactants I[C:2]1[CH:3]=[CH:4][C:5]2[N:6]([C:15]3[CH:20]=[CH:19][CH:18]=[CH:17][CH:16]=3)[C:7]3[C:12]([C:13]=2[CH:14]=1)=[CH:11][CH:10]=[CH:9][CH:8]=3.[NH2:21][C:22]1[C:31]2[C:26](=[CH:27][CH:28]=[CH:29][CH:30]=2)[CH:25]=[CH:24][CH:23]=1.C(P(C(C)(C)C)C(C)(C)C)(C)(C)C.C(O[Na])(C)(C)C, predict the reaction product. The product is: [C:22]1([NH:21][C:2]2[CH:3]=[CH:4][C:5]3[N:6]([C:15]4[CH:20]=[CH:19][CH:18]=[CH:17][CH:16]=4)[C:7]4[C:12]([C:13]=3[CH:14]=2)=[CH:11][CH:10]=[CH:9][CH:8]=4)[C:31]2[C:26](=[CH:27][CH:28]=[CH:29][CH:30]=2)[CH:25]=[CH:24][CH:23]=1. (6) Given the reactants Br[C:2]1[C:3]([NH2:12])=[N:4][CH:5]=[C:6]([C:8]([F:11])([F:10])[F:9])[CH:7]=1.C(CC(=O)C)(=O)C.C(=O)([O-])[O-].[Cs+].[Cs+].O.[NH3:27], predict the reaction product. The product is: [F:9][C:8]([F:11])([F:10])[C:6]1[CH:7]=[C:2]([NH2:27])[C:3]([NH2:12])=[N:4][CH:5]=1. (7) Given the reactants [NH2:1][CH:2]1[CH2:7][CH2:6][N:5]([C:8]([C:10]2[CH:15]=[CH:14][C:13]([C:16]3[CH:17]=[CH:18][C:19]4[N:20]([C:22]([C:25]5[CH:32]=[CH:31][C:28]([C:29]#[N:30])=[CH:27][CH:26]=5)=[CH:23][N:24]=4)[CH:21]=3)=[CH:12][CH:11]=2)=[O:9])[CH2:4][CH2:3]1.[F:33][C:34]([F:45])([F:44])[C:35](O[C:35](=[O:36])[C:34]([F:45])([F:44])[F:33])=[O:36].C(N(CC)CC)C, predict the reaction product. The product is: [C:29]([C:28]1[CH:27]=[CH:26][C:25]([C:22]2[N:20]3[CH:21]=[C:16]([C:13]4[CH:14]=[CH:15][C:10]([C:8]([N:5]5[CH2:4][CH2:3][CH:2]([NH:1][C:35](=[O:36])[C:34]([F:45])([F:44])[F:33])[CH2:7][CH2:6]5)=[O:9])=[CH:11][CH:12]=4)[CH:17]=[CH:18][C:19]3=[N:24][CH:23]=2)=[CH:32][CH:31]=1)#[N:30]. (8) Given the reactants [OH:1][C:2]1[CH:10]=[CH:9][C:5]([C:6](O)=[O:7])=[CH:4][CH:3]=1, predict the reaction product. The product is: [OH:1][C:2]1[CH:10]=[CH:9][C:5]([CH:6]=[O:7])=[CH:4][CH:3]=1.